Task: Predict which catalyst facilitates the given reaction.. Dataset: Catalyst prediction with 721,799 reactions and 888 catalyst types from USPTO (1) Reactant: C(N(CC)CC)C.[Cl:8][C:9]1[O:10][C:11]2[CH:17]=[C:16]([OH:18])[CH:15]=[CH:14][C:12]=2[N:13]=1.[C:19](OC(=O)C)(=[O:21])[CH3:20]. Product: [C:19]([O:18][C:16]1[CH:15]=[CH:14][C:12]2[N:13]=[C:9]([Cl:8])[O:10][C:11]=2[CH:17]=1)(=[O:21])[CH3:20]. The catalyst class is: 4. (2) Reactant: O[CH:2]=[C:3]1[C:11]2[C:6](=[CH:7][CH:8]=[C:9]([C:12]([C:14]3[CH:15]=[C:16]([NH:20][C:21]([C:23]4[N:24]([CH2:29][CH3:30])[N:25]=[C:26]([CH3:28])[CH:27]=4)=[O:22])[CH:17]=[CH:18][CH:19]=3)=[O:13])[CH:10]=2)[NH:5][C:4]1=[O:31].[CH3:32][N:33]1[CH2:38][CH2:37][N:36]([C:39]2[CH:44]=[CH:43][C:42]([NH2:45])=[CH:41][CH:40]=2)[CH2:35][CH2:34]1. Product: [CH3:32][N:33]1[CH2:34][CH2:35][N:36]([C:39]2[CH:44]=[CH:43][C:42]([NH:45][CH:2]=[C:3]3[C:11]4[C:6](=[CH:7][CH:8]=[C:9]([C:12]([C:14]5[CH:15]=[C:16]([NH:20][C:21]([C:23]6[N:24]([CH2:29][CH3:30])[N:25]=[C:26]([CH3:28])[CH:27]=6)=[O:22])[CH:17]=[CH:18][CH:19]=5)=[O:13])[CH:10]=4)[NH:5][C:4]3=[O:31])=[CH:41][CH:40]=2)[CH2:37][CH2:38]1. The catalyst class is: 1. (3) Reactant: [Br:1][C:2]1[CH:3]=[C:4]([CH:7]=[CH:8][C:9]=1[CH:10]=O)[C:5]#[N:6].[Na+].[C:13]1([S:19]([O-:21])=[O:20])[CH:18]=[CH:17][CH:16]=[CH:15][CH:14]=1.C([NH:26][C:27](=[O:29])[O-:28])(C)(C)C.[CH:30](O)=O.[CH2:33]1[CH2:37]OC[CH2:34]1. Product: [C:33]([O:28][C:27](=[O:29])[NH:26][CH:10]([S:19]([C:13]1[CH:18]=[CH:17][CH:16]=[CH:15][CH:14]=1)(=[O:21])=[O:20])[C:9]1[CH:8]=[CH:7][C:4]([C:5]#[N:6])=[CH:3][C:2]=1[Br:1])([CH3:34])([CH3:37])[CH3:30]. The catalyst class is: 6.